Dataset: Full USPTO retrosynthesis dataset with 1.9M reactions from patents (1976-2016). Task: Predict the reactants needed to synthesize the given product. (1) Given the product [Cl:21][C:15]1[CH:16]=[C:17]([Cl:20])[CH:18]=[CH:19][C:14]=1[C@@H:5]1[N:6]=[C:7]([C:9]2[S:10][CH:11]=[CH:12][N:13]=2)[NH:8][C:3]([CH2:2][N:27]2[CH2:32][CH2:31][S:30](=[O:33])(=[O:34])[CH2:29][C@H:28]2[C:35]([OH:37])=[O:36])=[C:4]1[C:22]([O:24][CH2:25][CH3:26])=[O:23], predict the reactants needed to synthesize it. The reactants are: Br[CH2:2][C:3]1[NH:8][C:7]([C:9]2[S:10][CH:11]=[CH:12][N:13]=2)=[N:6][C@@H:5]([C:14]2[CH:19]=[CH:18][C:17]([Cl:20])=[CH:16][C:15]=2[Cl:21])[C:4]=1[C:22]([O:24][CH2:25][CH3:26])=[O:23].[NH:27]1[CH2:32][CH2:31][S:30](=[O:34])(=[O:33])[CH2:29][C@H:28]1[C:35]([OH:37])=[O:36].C([O-])([O-])=O.[K+].[K+]. (2) Given the product [C:21]([C:4]1[C:3](=[O:23])[C@@H:2]([CH3:1])[C@@H:7]2[CH2:8][CH2:9][C:10]3[C:14]([C@@:6]2([C:15]2[CH:20]=[CH:19][CH:18]=[CH:17][CH:16]=2)[CH:5]=1)=[N:13][N:12]([C:31]([O:32][C:33]1[CH:34]=[CH:35][C:36]([N+:39]([O-:41])=[O:40])=[CH:37][CH:38]=1)=[O:42])[CH:11]=3)#[N:22], predict the reactants needed to synthesize it. The reactants are: [CH3:1][C@H:2]1[CH:7]2[CH2:8][CH2:9][C:10]3[C:14]([C@@:6]2([C:15]2[CH:20]=[CH:19][CH:18]=[CH:17][CH:16]=2)[CH:5]=[C:4]([C:21]#[N:22])[C:3]1=[O:23])=[N:13][NH:12][CH:11]=3.C(N(CC)CC)C.[C:31](Cl)(=[O:42])[O:32][C:33]1[CH:38]=[CH:37][C:36]([N+:39]([O-:41])=[O:40])=[CH:35][CH:34]=1. (3) Given the product [C:1]([O:5][C:6](=[O:46])[NH:7][N:8]1[C:17](=[O:18])[C:16]2[C:11](=[C:12]([F:41])[C:13]([N:28]3[CH2:32][CH2:31][C@H:30]([NH:33][C:34]([O:36][C:37]([CH3:39])([CH3:40])[CH3:38])=[O:35])[CH2:29]3)=[C:14]([F:27])[C:15]=2[NH2:19])[N:10]([CH:42]2[CH2:43][CH2:44]2)[C:9]1=[O:45])([CH3:2])([CH3:3])[CH3:4], predict the reactants needed to synthesize it. The reactants are: [C:1]([O:5][C:6](=[O:46])[NH:7][N:8]1[C:17](=[O:18])[C:16]2[C:11](=[C:12]([F:41])[C:13]([N:28]3[CH2:32][CH2:31][C@H:30]([NH:33][C:34]([O:36][C:37]([CH3:40])([CH3:39])[CH3:38])=[O:35])[CH2:29]3)=[C:14]([F:27])[C:15]=2[NH:19]CC2C=CC=CC=2)[N:10]([CH:42]2[CH2:44][CH2:43]2)[C:9]1=[O:45])([CH3:4])([CH3:3])[CH3:2]. (4) Given the product [C:1]([O:5][C:6]([N:8]1[CH2:12][C@@H:11]([C:13]2[CH:18]=[CH:17][CH:16]=[C:15]([CH:19]([CH3:21])[CH3:20])[CH:14]=2)[C@H:10]([CH2:22][NH:29][C:28]2[CH:30]=[CH:31][C:25]([Cl:24])=[CH:26][CH:27]=2)[CH2:9]1)=[O:7])([CH3:4])([CH3:3])[CH3:2], predict the reactants needed to synthesize it. The reactants are: [C:1]([O:5][C:6]([N:8]1[CH2:12][C@@H:11]([C:13]2[CH:18]=[CH:17][CH:16]=[C:15]([CH:19]([CH3:21])[CH3:20])[CH:14]=2)[C@@H:10]([CH:22]=O)[CH2:9]1)=[O:7])([CH3:4])([CH3:3])[CH3:2].[Cl:24][C:25]1[CH:31]=[CH:30][C:28]([NH2:29])=[CH:27][CH:26]=1.[BH-](OC(C)=O)(OC(C)=O)OC(C)=O.[Na+]. (5) Given the product [F:40][C:25]1[CH:24]=[C:23]([C:2]2[CH:21]=[CH:20][C:5]([C:6]([C@@H:8]3[CH2:12][CH2:11][CH2:10][C@H:9]3[C:13]([O:15][C:16]([CH3:19])([CH3:18])[CH3:17])=[O:14])=[O:7])=[CH:4][CH:3]=2)[CH:28]=[CH:27][C:26]=1[NH:29][C:30]1[S:31][C:32]2[CH:38]=[C:37]([F:39])[CH:36]=[CH:35][C:33]=2[N:34]=1, predict the reactants needed to synthesize it. The reactants are: Br[C:2]1[CH:21]=[CH:20][C:5]([C:6]([C@@H:8]2[CH2:12][CH2:11][CH2:10][C@H:9]2[C:13]([O:15][C:16]([CH3:19])([CH3:18])[CH3:17])=[O:14])=[O:7])=[CH:4][CH:3]=1.Br[C:23]1[CH:28]=[CH:27][C:26]([NH:29][C:30]2[S:31][C:32]3[CH:38]=[C:37]([F:39])[CH:36]=[CH:35][C:33]=3[N:34]=2)=[C:25]([F:40])[CH:24]=1.FC1C=C(C2C=CC(C([C@@H]3CCC[C@H]3C(OC)=O)=O)=CC=2)C=CC=1NC1SC2C=C(OC(F)(F)F)C=CC=2N=1. (6) Given the product [Cl:35][C:15]1[CH:13]=[CH:11][C:10]([C:7]([CH3:8])([CH3:9])[CH:6]=[O:37])=[CH:34][C:33]=1[O:32][CH3:30], predict the reactants needed to synthesize it. The reactants are: [CH3:6][CH:7]([CH2:9][AlH][CH2:6][CH:7]([CH3:9])[CH3:8])[CH3:8].[C:10](O)(=O)[C@@H:11]([C@H:13]([C:15](O)=O)O)O.C(O)(=O)C(C(C(O)=O)O)O.[CH2:30]([O:32][CH2:33][CH3:34])C.[Cl-:35].[Na+].[OH2:37]. (7) The reactants are: [OH:1][C@@H:2]1[CH2:7][N:6]([CH3:8])[C@H:5]([C:9]([N:11]2[CH2:16][CH:15]=[C:14]([C:17]3[CH:22]=[CH:21][CH:20]=[CH:19][CH:18]=3)[CH2:13][CH2:12]2)=[O:10])[C@@H:4]([C:23]([O:25][CH3:26])=[O:24])[CH2:3]1.C(Cl)Cl.C1N=CN([C:35]([N:37]2[CH:41]=N[CH:39]=[CH:38]2)=[O:36])C=1.N1CCC[CH2:44][CH2:43]1. Given the product [N:37]1([C:35]([O:1][C@H:2]2[CH2:3][C@H:4]([C:23]([O:25][CH3:26])=[O:24])[C@@H:5]([C:9]([N:11]3[CH2:12][CH:13]=[C:14]([C:17]4[CH:22]=[CH:21][CH:20]=[CH:19][CH:18]=4)[CH2:15][CH2:16]3)=[O:10])[N:6]([CH3:8])[CH2:7]2)=[O:36])[CH2:38][CH2:39][CH2:44][CH2:43][CH2:41]1, predict the reactants needed to synthesize it.